This data is from Reaction yield outcomes from USPTO patents with 853,638 reactions. The task is: Predict the reaction yield, written as a fraction of the theoretical maximum amount of product (1.0 means a 100% yield; for example, 0.34 means a 34% yield). (1) The reactants are C([O:3][C:4]([C:6]1[N:7]=[N:8][C:9]([O:12][CH2:13][C:14]2[C:15]([C:20]3[CH:25]=[CH:24][N:23]=[CH:22][N:21]=3)=[N:16][O:17][C:18]=2[CH3:19])=[CH:10][CH:11]=1)=[O:5])C.COC(C1C=NC(OCC2C(C3C=CC(Cl)=CC=3)=NOC=2)=CN=1)=O. No catalyst specified. The product is [CH3:19][C:18]1[O:17][N:16]=[C:15]([C:20]2[CH:25]=[CH:24][N:23]=[CH:22][N:21]=2)[C:14]=1[CH2:13][O:12][C:9]1[N:8]=[N:7][C:6]([C:4]([OH:5])=[O:3])=[CH:11][CH:10]=1. The yield is 0.920. (2) The reactants are [CH:1]([O:4][C:5]1[CH:9]=[C:8]([C:10]([O:12][CH3:13])=[O:11])[NH:7][N:6]=1)([CH3:3])[CH3:2].C(=O)([O-])[O-].[K+].[K+].CN(C)C=O.[Cl:25][C:26]1[C:27]([CH2:36]Cl)=[N:28][CH:29]=[C:30]([C:32]([F:35])([F:34])[F:33])[CH:31]=1. The catalyst is C(OCC)(=O)C.O. The product is [Cl:25][C:26]1[C:27]([CH2:36][N:7]2[C:8]([C:10]([O:12][CH3:13])=[O:11])=[CH:9][C:5]([O:4][CH:1]([CH3:3])[CH3:2])=[N:6]2)=[N:28][CH:29]=[C:30]([C:32]([F:34])([F:33])[F:35])[CH:31]=1. The yield is 0.510. (3) The reactants are [OH:1][CH2:2][C@@H:3]([NH:8][C:9](=[O:15])[O:10][C:11]([CH3:14])([CH3:13])[CH3:12])[CH2:4][CH:5]([CH3:7])[CH3:6].Cl[C:17]1[CH:18]=[CH:19][C:20]2[C:30]3[C:25](=[CH:26][N:27]=[C:28]([NH:31][C:32](=[O:34])[CH3:33])[CH:29]=3)[CH:24]([CH3:35])[O:23][C:21]=2[CH:22]=1. No catalyst specified. The product is [C:32]([NH:31][C:28]1[CH:29]=[C:30]2[C:20]3[CH:19]=[CH:18][C:17]([O:1][CH2:2][C@@H:3]([NH:8][C:9](=[O:15])[O:10][C:11]([CH3:13])([CH3:12])[CH3:14])[CH2:4][CH:5]([CH3:7])[CH3:6])=[CH:22][C:21]=3[O:23][CH:24]([CH3:35])[C:25]2=[CH:26][N:27]=1)(=[O:34])[CH3:33]. The yield is 0.330. (4) The reactants are [OH:1][C:2]12[CH2:8][N:5]([CH2:6][CH2:7]1)[CH2:4][CH2:3]2.[Li+].CC([N-]C(C)C)C.[CH2:17]([N:24]([C:28]1[CH:33]=[CH:32][CH:31]=[CH:30][CH:29]=1)[C:25](Cl)=[O:26])[C:18]1[CH:23]=[CH:22][CH:21]=[CH:20][CH:19]=1. The catalyst is C1COCC1. The product is [N:5]12[CH2:8][C:2]([O:1][C:25](=[O:26])[N:24]([CH2:17][C:18]3[CH:23]=[CH:22][CH:21]=[CH:20][CH:19]=3)[C:28]3[CH:33]=[CH:32][CH:31]=[CH:30][CH:29]=3)([CH2:7][CH2:6]1)[CH2:3][CH2:4]2. The yield is 0.0130. (5) The product is [Br:1][C:2]1[CH:10]=[CH:9][C:5]([C:6]([Cl:15])=[O:7])=[C:4]([F:11])[CH:3]=1. The catalyst is C(Cl)Cl. The yield is 1.00. The reactants are [Br:1][C:2]1[CH:10]=[CH:9][C:5]([C:6](O)=[O:7])=[C:4]([F:11])[CH:3]=1.C(Cl)(=O)C([Cl:15])=O.CN(C=O)C.